Dataset: Full USPTO retrosynthesis dataset with 1.9M reactions from patents (1976-2016). Task: Predict the reactants needed to synthesize the given product. Given the product [NH2:53][C:51]([O:26][CH:19]([CH:20]([CH3:25])[CH:21]=[CH:22][CH:23]=[CH2:24])[CH:18]([CH3:27])[CH:17]([O:28][Si:29]([C:32]([CH3:33])([CH3:34])[CH3:35])([CH3:30])[CH3:31])[CH:16]([CH3:36])[CH2:15][C:14]([CH3:37])=[CH:13][CH:12]([CH3:38])[CH:11]([O:39][Si:40]([C:43]([CH3:44])([CH3:45])[CH3:46])([CH3:42])[CH3:41])[CH:10]([CH3:47])[CH:9]=[CH:8][C:7](=[O:48])[CH2:6][CH:1]1[CH2:5][CH2:4][CH2:3][CH2:2]1)=[O:52], predict the reactants needed to synthesize it. The reactants are: [CH:1]1([CH2:6][C:7](=[O:48])/[CH:8]=[CH:9]\[C@H:10]([CH3:47])[C@H:11]([O:39][Si:40]([C:43]([CH3:46])([CH3:45])[CH3:44])([CH3:42])[CH3:41])[C@@H:12]([CH3:38])/[CH:13]=[C:14](/[CH3:37])\[CH2:15][C@H:16]([CH3:36])[C@@H:17]([O:28][Si:29]([C:32]([CH3:35])([CH3:34])[CH3:33])([CH3:31])[CH3:30])[C@H:18]([CH3:27])[C@@H:19]([OH:26])[C@@H:20]([CH3:25])/[CH:21]=[CH:22]\[CH:23]=[CH2:24])[CH2:5][CH2:4][CH2:3][CH2:2]1.ClC(Cl)(Cl)[C:51]([N:53]=C=O)=[O:52].